This data is from Peptide-MHC class I binding affinity with 185,985 pairs from IEDB/IMGT. The task is: Regression. Given a peptide amino acid sequence and an MHC pseudo amino acid sequence, predict their binding affinity value. This is MHC class I binding data. (1) The peptide sequence is KVGAGAFGL. The MHC is HLA-A31:01 with pseudo-sequence HLA-A31:01. The binding affinity (normalized) is 0.128. (2) The peptide sequence is AYIDNFNKV. The MHC is Patr-A0701 with pseudo-sequence Patr-A0701. The binding affinity (normalized) is 0.996. (3) The peptide sequence is MTRVTNNVY. The MHC is SLA-20401 with pseudo-sequence SLA-20401. The binding affinity (normalized) is 0.0847. (4) The MHC is HLA-A25:01 with pseudo-sequence HLA-A25:01. The binding affinity (normalized) is 0.0847. The peptide sequence is RSFPEWDYI. (5) The peptide sequence is GLYEAIEEC. The MHC is HLA-A02:16 with pseudo-sequence HLA-A02:16. The binding affinity (normalized) is 0.936. (6) The peptide sequence is NTAIFDMLY. The MHC is HLA-B08:01 with pseudo-sequence HLA-B08:01. The binding affinity (normalized) is 0.0847.